From a dataset of Full USPTO retrosynthesis dataset with 1.9M reactions from patents (1976-2016). Predict the reactants needed to synthesize the given product. (1) Given the product [ClH:37].[CH3:16][S:17][C:2]1[CH:1]=[C:6]([CH:5]=[CH:4][CH:3]=1)[C:7]([OH:9])=[O:8], predict the reactants needed to synthesize it. The reactants are: [CH:1]1[C:6]([C:7]([OH:9])=[O:8])=[CH:5][CH:4]=[C:3](N)[CH:2]=1.N([O-])=O.[Na+].O(CC)[C:16]([S-])=[S:17].[K+].C(=O)([O-])[O-].[Na+].[Na+].[OH-].[K+].S(OC)(OC)(=O)=O.[ClH:37]. (2) Given the product [C:34]([C:37]1[CH:38]=[CH:39][C:40]([S:43]([N:12]2[C:6]3[CH:7]=[N:8][C:9]4[CH:10]=[CH:11][C:2]([Br:1])=[CH:3][C:4]=4[C:5]=3[N:14]([C:15]3[CH:20]=[CH:19][C:18]([C:21]([CH3:24])([CH3:25])[C:22]#[N:23])=[CH:17][CH:16]=3)[C:13]2=[O:26])(=[O:45])=[O:44])=[CH:41][CH:42]=1)(=[O:36])[CH3:35], predict the reactants needed to synthesize it. The reactants are: [Br:1][C:2]1[CH:11]=[CH:10][C:9]2[N:8]=[CH:7][C:6]3[NH:12][C:13](=[O:26])[N:14]([C:15]4[CH:20]=[CH:19][C:18]([C:21]([CH3:25])([CH3:24])[C:22]#[N:23])=[CH:17][CH:16]=4)[C:5]=3[C:4]=2[CH:3]=1.C(N(CC)CC)C.[C:34]([C:37]1[CH:42]=[CH:41][C:40]([S:43](Cl)(=[O:45])=[O:44])=[CH:39][CH:38]=1)(=[O:36])[CH3:35].O. (3) Given the product [CH2:1]([N:3]([C:4]1[CH:9]=[CH:8][C:7]([O:10][CH3:11])=[CH:6][CH:5]=1)[C:22]([N:34]1[CH2:39][CH2:38][CH:37]([C:40](=[O:41])[C:42]2[CH:47]=[CH:46][CH:45]=[C:44]([CH3:48])[CH:43]=2)[CH2:36][CH2:35]1)=[O:24])[CH3:2], predict the reactants needed to synthesize it. The reactants are: [CH2:1]([NH:3][C:4]1[CH:9]=[CH:8][C:7]([O:10][CH3:11])=[CH:6][CH:5]=1)[CH3:2].C(N(C(C)C)C(C)C)C.Cl[C:22](Cl)([O:24]C(=O)OC(Cl)(Cl)Cl)Cl.Cl.[NH:34]1[CH2:39][CH2:38][CH:37]([C:40]([C:42]2[CH:43]=[C:44]([CH3:48])[CH:45]=[CH:46][CH:47]=2)=[O:41])[CH2:36][CH2:35]1. (4) Given the product [CH3:18][O:17][C:16]1[CH:15]=[CH:14][C:9]([C:10]([O:12][CH3:13])=[O:11])=[CH:8][C:7]=1[N:6]([CH3:19])[C:1](=[O:5])[CH:2]([CH3:4])[CH3:3], predict the reactants needed to synthesize it. The reactants are: [C:1]([NH:6][C:7]1[CH:8]=[C:9]([CH:14]=[CH:15][C:16]=1[O:17][CH3:18])[C:10]([O:12][CH3:13])=[O:11])(=[O:5])[CH:2]([CH3:4])[CH3:3].[CH3:19]I.[H-].[Na+].O. (5) Given the product [Cl:1][C:2]1[CH:3]=[C:4]([CH:10]([CH3:14])[C:11]([NH:27][CH2:26][C:25]2[C:20]([N:15]3[CH2:19][CH2:18][CH2:17][CH2:16]3)=[N:21][C:22]([C:28]([F:31])([F:29])[F:30])=[CH:23][CH:24]=2)=[O:13])[CH:5]=[CH:6][C:7]=1[C:8]#[N:9], predict the reactants needed to synthesize it. The reactants are: [Cl:1][C:2]1[CH:3]=[C:4]([CH:10]([CH3:14])[C:11]([OH:13])=O)[CH:5]=[CH:6][C:7]=1[C:8]#[N:9].[N:15]1([C:20]2[C:25]([CH2:26][NH2:27])=[CH:24][CH:23]=[C:22]([C:28]([F:31])([F:30])[F:29])[N:21]=2)[CH2:19][CH2:18][CH2:17][CH2:16]1.CN(C)CCCN=C=NCC.ON1C2C=CC=CC=2N=N1.C(N(CC)CC)C. (6) Given the product [C:6]([C:10]1[C:11]([F:25])=[CH:12][C:13]([CH:17]2[CH2:19][CH:18]2[C:20]([OH:22])=[O:21])=[CH:14][C:15]=1[F:16])([CH3:9])([CH3:7])[CH3:8], predict the reactants needed to synthesize it. The reactants are: C1COCC1.[C:6]([C:10]1[C:15]([F:16])=[CH:14][C:13]([CH:17]2[CH2:19][CH:18]2[C:20]([O:22]CC)=[O:21])=[CH:12][C:11]=1[F:25])([CH3:9])([CH3:8])[CH3:7].[OH-].[Na+]. (7) Given the product [CH:6]1([NH:9][C:10]([C:12]2[CH:17]=[C:16]([C:18]3[C:19]([C:27]([NH:29][C:30]4[S:31][CH:32]=[CH:33][N:34]=4)=[O:28])=[CH:20][C:21]([C:24]([N:3]([CH2:4][CH3:5])[CH2:1][CH3:2])=[O:26])=[CH:22][CH:23]=3)[C:15]([CH3:35])=[C:14]([F:36])[CH:13]=2)=[O:11])[CH2:8][CH2:7]1, predict the reactants needed to synthesize it. The reactants are: [CH2:1]([NH:3][CH2:4][CH3:5])[CH3:2].[CH:6]1([NH:9][C:10]([C:12]2[CH:13]=[C:14]([F:36])[C:15]([CH3:35])=[C:16]([C:18]3[CH:23]=[CH:22][C:21]([C:24]([OH:26])=O)=[CH:20][C:19]=3[C:27]([NH:29][C:30]3[S:31][CH:32]=[CH:33][N:34]=3)=[O:28])[CH:17]=2)=[O:11])[CH2:8][CH2:7]1.Cl.CN(C)CCCN=C=NCC.